From a dataset of Forward reaction prediction with 1.9M reactions from USPTO patents (1976-2016). Predict the product of the given reaction. (1) Given the reactants [CH:1]1[CH:2]=[CH:3][N:4]2[CH2:10][C:9]3[CH:11]=[CH:12][CH:13]=[CH:14][C:8]=3[NH:7][CH2:6][C:5]=12.C(N(CC)C(C)C)(C)C.Cl[C:25]([O:27][CH2:28][CH:29]1[C:41]2[CH:40]=[CH:39][CH:38]=[CH:37][C:36]=2[C:35]2[C:30]1=[CH:31][CH:32]=[CH:33][CH:34]=2)=[O:26], predict the reaction product. The product is: [CH:40]1[C:41]2[CH:29]([CH2:28][O:27][C:25]([N:7]3[C:8]4[CH:14]=[CH:13][CH:12]=[CH:11][C:9]=4[CH2:10][N:4]4[CH:3]=[CH:2][CH:1]=[C:5]4[CH2:6]3)=[O:26])[C:30]3[C:35](=[CH:34][CH:33]=[CH:32][CH:31]=3)[C:36]=2[CH:37]=[CH:38][CH:39]=1. (2) Given the reactants [CH2:1]([NH2:19])[CH2:2][CH2:3][CH2:4][CH2:5][CH2:6][CH2:7][CH2:8]/[CH:9]=[CH:10]\[CH2:11][CH2:12][CH2:13][CH2:14][CH2:15][CH2:16][CH2:17][CH3:18].[C:20]([OH:28])(=[O:27])[C:21]([CH2:23][C:24](O)=[O:25])=[CH2:22].N1CCOCC1, predict the reaction product. The product is: [NH4+:19].[CH2:1]([N:19]1[C:24](=[O:25])[CH2:23][CH:21]([C:20]([O-:28])=[O:27])[CH2:22]1)[CH2:2][CH2:3][CH2:4][CH2:5][CH2:6][CH2:7][CH2:8]/[CH:9]=[CH:10]\[CH2:11][CH2:12][CH2:13][CH2:14][CH2:15][CH2:16][CH2:17][CH3:18]. (3) Given the reactants Br[C:2]1[CH:7]=[CH:6][CH:5]=[C:4]([C:8]([F:11])([F:10])[F:9])[CH:3]=1.[NH:12]1[CH2:17][CH2:16][CH:15]([CH2:18][CH2:19][OH:20])[CH2:14][CH2:13]1.CC(C)([O-])C.[Na+].[OH-].[K+], predict the reaction product. The product is: [F:9][C:8]([F:11])([F:10])[C:4]1[CH:3]=[C:2]([N:12]2[CH2:17][CH2:16][CH:15]([CH2:18][CH2:19][OH:20])[CH2:14][CH2:13]2)[CH:7]=[CH:6][CH:5]=1. (4) Given the reactants [F:1][C:2]([F:7])([F:6])[C:3]([OH:5])=[O:4].C(OC(=O)[NH:14][C@@H:15]([C:17]1[N:21]([CH2:22][CH3:23])[C:20]([S:24]([CH3:27])(=[O:26])=[O:25])=[N:19][N:18]=1)[CH3:16])(C)(C)C, predict the reaction product. The product is: [F:1][C:2]([F:7])([F:6])[C:3]([OH:5])=[O:4].[CH2:22]([N:21]1[C:20]([S:24]([CH3:27])(=[O:26])=[O:25])=[N:19][N:18]=[C:17]1[C@H:15]([NH2:14])[CH3:16])[CH3:23]. (5) Given the reactants [F:1][C:2]([F:45])([F:44])[C:3]1[CH:4]=[C:5]([C@H:13]([O:15][C@H:16]2[CH2:21][CH2:20][N:19]([C:22]([C@H:24]3[CH2:29][CH2:28][C@H:27]([NH:30][C:31](=[O:37])[CH2:32][CH2:33][CH2:34][CH2:35]Cl)[CH2:26][CH2:25]3)=[O:23])[CH2:18][C@H:17]2[C:38]2[CH:43]=[CH:42][CH:41]=[CH:40][CH:39]=2)[CH3:14])[CH:6]=[C:7]([C:9]([F:12])([F:11])[F:10])[CH:8]=1.CC([O-])(C)C.[K+].O, predict the reaction product. The product is: [F:1][C:2]([F:45])([F:44])[C:3]1[CH:4]=[C:5]([C@H:13]([O:15][C@H:16]2[CH2:21][CH2:20][N:19]([C:22]([C@H:24]3[CH2:29][CH2:28][C@H:27]([N:30]4[CH2:35][CH2:34][CH2:33][CH2:32][C:31]4=[O:37])[CH2:26][CH2:25]3)=[O:23])[CH2:18][C@H:17]2[C:38]2[CH:43]=[CH:42][CH:41]=[CH:40][CH:39]=2)[CH3:14])[CH:6]=[C:7]([C:9]([F:12])([F:11])[F:10])[CH:8]=1. (6) Given the reactants [Br:1][C:2]1[CH:7]=[C:6]([Cl:8])[CH:5]=[CH:4][C:3]=1[OH:9].[CH3:10][O:11][C:12](=[O:16])[CH:13](Br)[CH3:14].C([O-])([O-])=O.[K+].[K+], predict the reaction product. The product is: [Br:1][C:2]1[CH:7]=[C:6]([Cl:8])[CH:5]=[CH:4][C:3]=1[O:9][CH:13]([CH3:14])[C:12]([O:11][CH3:10])=[O:16]. (7) The product is: [F:11][C:12]1[CH:39]=[CH:38][C:15]([CH2:16][O:17][CH2:18][CH2:19][CH2:20][CH2:21][C@@H:22]([N:56]=[N+:57]=[N-:58])[C:23]([N:25]2[C@H:29]([CH2:30][C:31]3[CH:36]=[CH:35][CH:34]=[CH:33][CH:32]=3)[CH2:28][O:27][C:26]2=[O:37])=[O:24])=[CH:14][C:13]=1[CH3:40]. Given the reactants C[Si]([N-][Si](C)(C)C)(C)C.[K+].[F:11][C:12]1[CH:39]=[CH:38][C:15]([CH2:16][O:17][CH2:18][CH2:19][CH2:20][CH2:21][CH2:22][C:23]([N:25]2[C@H:29]([CH2:30][C:31]3[CH:36]=[CH:35][CH:34]=[CH:33][CH:32]=3)[CH2:28][O:27][C:26]2=[O:37])=[O:24])=[CH:14][C:13]=1[CH3:40].CC(C1C=C(C(C)C)C(S([N:56]=[N+:57]=[N-:58])(=O)=O)=C(C(C)C)C=1)C.CC(O)=O, predict the reaction product.